Dataset: NCI-60 drug combinations with 297,098 pairs across 59 cell lines. Task: Regression. Given two drug SMILES strings and cell line genomic features, predict the synergy score measuring deviation from expected non-interaction effect. (1) Drug 1: CC1=CC=C(C=C1)C2=CC(=NN2C3=CC=C(C=C3)S(=O)(=O)N)C(F)(F)F. Drug 2: C#CCC(CC1=CN=C2C(=N1)C(=NC(=N2)N)N)C3=CC=C(C=C3)C(=O)NC(CCC(=O)O)C(=O)O. Cell line: MALME-3M. Synergy scores: CSS=7.02, Synergy_ZIP=-3.02, Synergy_Bliss=-0.846, Synergy_Loewe=-3.22, Synergy_HSA=-0.753. (2) Synergy scores: CSS=-4.98, Synergy_ZIP=-2.30, Synergy_Bliss=-8.97, Synergy_Loewe=-12.8, Synergy_HSA=-10.3. Drug 1: CNC(=O)C1=CC=CC=C1SC2=CC3=C(C=C2)C(=NN3)C=CC4=CC=CC=N4. Cell line: CAKI-1. Drug 2: C(CCl)NC(=O)N(CCCl)N=O. (3) Drug 1: CCC1=CC2CC(C3=C(CN(C2)C1)C4=CC=CC=C4N3)(C5=C(C=C6C(=C5)C78CCN9C7C(C=CC9)(C(C(C8N6C)(C(=O)OC)O)OC(=O)C)CC)OC)C(=O)OC.C(C(C(=O)O)O)(C(=O)O)O. Drug 2: CNC(=O)C1=NC=CC(=C1)OC2=CC=C(C=C2)NC(=O)NC3=CC(=C(C=C3)Cl)C(F)(F)F. Cell line: CCRF-CEM. Synergy scores: CSS=63.6, Synergy_ZIP=1.08, Synergy_Bliss=0.821, Synergy_Loewe=-2.04, Synergy_HSA=0.539. (4) Drug 1: CC(C1=C(C=CC(=C1Cl)F)Cl)OC2=C(N=CC(=C2)C3=CN(N=C3)C4CCNCC4)N. Drug 2: N.N.Cl[Pt+2]Cl. Cell line: T-47D. Synergy scores: CSS=1.82, Synergy_ZIP=6.12, Synergy_Bliss=7.62, Synergy_Loewe=6.07, Synergy_HSA=5.89. (5) Drug 1: C1CC(=O)NC(=O)C1N2CC3=C(C2=O)C=CC=C3N. Drug 2: CS(=O)(=O)CCNCC1=CC=C(O1)C2=CC3=C(C=C2)N=CN=C3NC4=CC(=C(C=C4)OCC5=CC(=CC=C5)F)Cl. Cell line: HT29. Synergy scores: CSS=0.260, Synergy_ZIP=3.26, Synergy_Bliss=4.50, Synergy_Loewe=0.420, Synergy_HSA=-0.750.